Dataset: Catalyst prediction with 721,799 reactions and 888 catalyst types from USPTO. Task: Predict which catalyst facilitates the given reaction. (1) Reactant: [Cl:1][C:2]1[CH:3]=[C:4]([C:8]2[N:9]=[C:10]([NH:20][C:21]3[CH:26]=[CH:25][C:24]([CH2:27][C:28](O)=[O:29])=[CH:23][CH:22]=3)[C:11]3[S:17](=[O:19])(=[O:18])[CH2:16][CH2:15][CH2:14][C:12]=3[N:13]=2)[CH:5]=[CH:6][CH:7]=1.C(Cl)CCl.C1C=[CH:37][C:38]2N(O)N=[N:41][C:39]=2C=1.C(N)CC. Product: [Cl:1][C:2]1[CH:3]=[C:4]([C:8]2[N:9]=[C:10]([NH:20][C:21]3[CH:26]=[CH:25][C:24]([CH2:27][C:28]([NH:41][CH2:39][CH2:38][CH3:37])=[O:29])=[CH:23][CH:22]=3)[C:11]3[S:17](=[O:18])(=[O:19])[CH2:16][CH2:15][CH2:14][C:12]=3[N:13]=2)[CH:5]=[CH:6][CH:7]=1. The catalyst class is: 39. (2) Product: [Br:13][C:14]1[N:31]([CH2:32][O:33][CH2:34][CH2:35][Si:36]([CH3:39])([CH3:38])[CH3:37])[C:17]2[CH:18]=[N:19][N:20]([CH2:23][O:24][CH2:25][CH2:26][Si:27]([CH3:30])([CH3:29])[CH3:28])[C:21](=[O:22])[C:16]=2[C:15]=1[CH2:40][O:10][CH:6]1[CH2:9][CH2:8][CH2:7]1. The catalyst class is: 6. Reactant: O1CCCC1.[CH:6]1([OH:10])[CH2:9][CH2:8][CH2:7]1.[H-].[Na+].[Br:13][C:14]1[N:31]([CH2:32][O:33][CH2:34][CH2:35][Si:36]([CH3:39])([CH3:38])[CH3:37])[C:17]2[CH:18]=[N:19][N:20]([CH2:23][O:24][CH2:25][CH2:26][Si:27]([CH3:30])([CH3:29])[CH3:28])[C:21](=[O:22])[C:16]=2[C:15]=1[CH2:40]Br. (3) Product: [C:29]1([CH:22]([C:23]2[CH:28]=[CH:27][CH:26]=[CH:25][CH:24]=2)[C:21]([NH:20][C@H:19]([C:18]([NH2:17])=[O:44])[CH2:36][C:37]2[CH:38]=[CH:39][CH:40]=[CH:41][CH:42]=2)=[O:35])[CH:30]=[CH:31][CH:32]=[CH:33][CH:34]=1. Reactant: C(C1C=C(SCOC[C@@H]([NH:17][C:18](=[O:44])[C@H:19]([CH2:36][C:37]2[CH:42]=[CH:41][CH:40]=[C:39](C)[CH:38]=2)[NH:20][C:21](=[O:35])[CH:22]([C:29]2[CH:34]=[CH:33][CH:32]=[CH:31][CH:30]=2)[C:23]2[CH:28]=[CH:27][CH:26]=[CH:25][CH:24]=2)C#N)C=CC=1)(O)=O.S([O-])(O[O-])(=O)=O.[K+].[K+].OS([O-])(=O)=O.[Na+]. The catalyst class is: 95. (4) Reactant: [F:1][C:2]1[CH:7]=[CH:6][CH:5]=[C:4]([F:8])[C:3]=1[C:9]1[C:18]2[CH:17]=[C:16]([C:19]#[N:20])[CH:15]=[CH:14][C:13]=2[C:12]2[N:21](COCC[Si](C)(C)C)[N:22]=[C:23]([NH:24][CH:25]3[CH2:30][CH2:29][N:28]([S:31]([CH:34]4[CH2:36][CH2:35]4)(=[O:33])=[O:32])[CH2:27][CH2:26]3)[C:11]=2[N:10]=1.C(O)(C(F)(F)F)=O. Product: [F:8][C:4]1[CH:5]=[CH:6][CH:7]=[C:2]([F:1])[C:3]=1[C:9]1[C:18]2[CH:17]=[C:16]([C:19]#[N:20])[CH:15]=[CH:14][C:13]=2[C:12]2[NH:21][N:22]=[C:23]([NH:24][CH:25]3[CH2:30][CH2:29][N:28]([S:31]([CH:34]4[CH2:35][CH2:36]4)(=[O:32])=[O:33])[CH2:27][CH2:26]3)[C:11]=2[N:10]=1. The catalyst class is: 34. (5) Reactant: [NH2:1][C:2]1[CH:3]=[C:4]([C:7]([Br:10])=[CH:8][N:9]=1)[C:5]#[N:6].C([O-])(O)=O.[Na+].Cl[CH2:17][CH:18]=O. Product: [Br:10][C:7]1[C:4]([C:5]#[N:6])=[CH:3][C:2]2[N:9]([CH:17]=[CH:18][N:1]=2)[CH:8]=1. The catalyst class is: 14. (6) Reactant: [CH2:1]([N:8]([CH:30]([CH3:32])[CH3:31])[C:9]([C:11]1[C:12]([C:23]2[CH:28]=[CH:27][CH:26]=[CH:25][C:24]=2[F:29])=[N:13][C:14]([N:17]2[CH2:22][CH2:21][O:20][CH2:19][CH2:18]2)=[N:15][CH:16]=1)=[O:10])[C:2]1[CH:7]=[CH:6][CH:5]=[CH:4][CH:3]=1.[ClH:33]. Product: [ClH:33].[CH2:1]([N:8]([CH:30]([CH3:32])[CH3:31])[C:9]([C:11]1[C:12]([C:23]2[CH:28]=[CH:27][CH:26]=[CH:25][C:24]=2[F:29])=[N:13][C:14]([N:17]2[CH2:22][CH2:21][O:20][CH2:19][CH2:18]2)=[N:15][CH:16]=1)=[O:10])[C:2]1[CH:7]=[CH:6][CH:5]=[CH:4][CH:3]=1. The catalyst class is: 28. (7) Reactant: [NH2:1][C@H:2]([CH3:5])[CH2:3][OH:4].[Cl:6][CH2:7][C:8](Cl)=[O:9]. Product: [Cl:6][CH2:7][C:8]([NH:1][C@H:2]([CH3:5])[CH2:3][OH:4])=[O:9]. The catalyst class is: 2. (8) Reactant: [CH3:1][O:2][C:3](=[O:17])[C:4]1[CH:15]=[C:14](Br)[CH:13]=[C:6]([C:7]([NH:9][CH2:10][CH2:11][CH3:12])=[O:8])[CH:5]=1.[C:18]1(B(O)O)[CH:23]=[CH:22][CH:21]=[CH:20][CH:19]=1.C([O-])([O-])=O.[Na+].[Na+].C(O)C. Product: [CH3:1][O:2][C:3]([C:4]1[CH:15]=[C:14]([C:18]2[CH:23]=[CH:22][CH:21]=[CH:20][CH:19]=2)[CH:13]=[C:6]([C:7](=[O:8])[NH:9][CH2:10][CH2:11][CH3:12])[CH:5]=1)=[O:17]. The catalyst class is: 206.